This data is from Full USPTO retrosynthesis dataset with 1.9M reactions from patents (1976-2016). The task is: Predict the reactants needed to synthesize the given product. (1) Given the product [CH2:8]([C:6]1[CH:5]=[C:4]([C:11]2[CH:16]=[CH:15][CH:14]=[C:13]([C:17]([F:20])([F:19])[F:18])[CH:12]=2)[N:3]=[C:2]([C:22]#[N:23])[N:7]=1)[CH2:9][CH3:10], predict the reactants needed to synthesize it. The reactants are: Cl[C:2]1[N:7]=[C:6]([CH2:8][CH2:9][CH3:10])[CH:5]=[C:4]([C:11]2[CH:16]=[CH:15][CH:14]=[C:13]([C:17]([F:20])([F:19])[F:18])[CH:12]=2)[N:3]=1.[Cu][C:22]#[N:23].C(OCC)(=O)C.N. (2) Given the product [C:1]([N:4]1[CH2:5][CH2:6][CH:7]([N:10]2[C:19]3[C:14](=[CH:15][C:16]([OH:20])=[CH:17][CH:18]=3)[C:13](=[O:28])[N:12]([CH2:29][C:30]3[CH:35]=[CH:34][C:33]([O:36][CH3:37])=[C:32]([O:38][CH3:39])[CH:31]=3)[C:11]2=[O:40])[CH2:8][CH2:9]1)(=[O:3])[CH3:2], predict the reactants needed to synthesize it. The reactants are: [C:1]([N:4]1[CH2:9][CH2:8][CH:7]([N:10]2[C:19]3[C:14](=[CH:15][C:16]([O:20]CC4C=CC=CC=4)=[CH:17][CH:18]=3)[C:13](=[O:28])[N:12]([CH2:29][C:30]3[CH:35]=[CH:34][C:33]([O:36][CH3:37])=[C:32]([O:38][CH3:39])[CH:31]=3)[C:11]2=[O:40])[CH2:6][CH2:5]1)(=[O:3])[CH3:2].C([O-])=O.[NH4+]. (3) Given the product [C:23]([C:8]1[CH:7]=[C:6]2[C:11]([C:3]([C:1]([OH:31])=[O:2])=[CH:4][NH:5]2)=[CH:10][C:9]=1[C:12]1[CH:13]=[CH:14][C:15]([C:18]2([OH:22])[CH2:21][CH2:20][CH2:19]2)=[CH:16][CH:17]=1)#[N:24], predict the reactants needed to synthesize it. The reactants are: [CH:1]([C:3]1[C:11]2[C:6](=[CH:7][C:8]([C:23]#[N:24])=[C:9]([C:12]3[CH:17]=[CH:16][C:15]([C:18]4([OH:22])[CH2:21][CH2:20][CH2:19]4)=[CH:14][CH:13]=3)[CH:10]=2)[NH:5][CH:4]=1)=[O:2].CC(=CC)C.Cl([O-])=[O:31].[Na+].O.OP([O-])(O)=O.[Na+].[Cl-].[NH4+]. (4) The reactants are: C(OC([NH:11][CH:12]([C:27]1[N:28]([C:38]([O:40][C:41]([CH3:44])([CH3:43])[CH3:42])=[O:39])[CH:29]=[C:30]([CH2:32][C:33]([CH3:37])([CH3:36])[CH2:34][CH3:35])[N:31]=1)[CH2:13][C:14]1[CH:19]=[CH:18][C:17]([C:20]2[CH:25]=[CH:24][C:23]([F:26])=[CH:22][N:21]=2)=[CH:16][CH:15]=1)=O)C1C=CC=CC=1. Given the product [NH2:11][CH:12]([C:27]1[N:28]([C:38]([O:40][C:41]([CH3:42])([CH3:44])[CH3:43])=[O:39])[CH:29]=[C:30]([CH2:32][C:33]([CH3:36])([CH3:37])[CH2:34][CH3:35])[N:31]=1)[CH2:13][C:14]1[CH:19]=[CH:18][C:17]([C:20]2[CH:25]=[CH:24][C:23]([F:26])=[CH:22][N:21]=2)=[CH:16][CH:15]=1, predict the reactants needed to synthesize it. (5) Given the product [CH3:20][C:15]([CH3:21])([CH2:14][CH2:13][C:11]1[S:12][C:8]([C:5]2[CH:4]=[CH:3][C:2]([NH:1][C:26]([N:41]3[CH2:46][CH2:45][CH2:44][CH2:43][CH2:42]3)=[O:32])=[CH:7][CH:6]=2)=[CH:9][N:10]=1)[C:16]([O:18][CH3:19])=[O:17], predict the reactants needed to synthesize it. The reactants are: [NH2:1][C:2]1[CH:7]=[CH:6][C:5]([C:8]2[S:12][C:11]([CH2:13][CH2:14][C:15]([CH3:21])([CH3:20])[C:16]([O:18][CH3:19])=[O:17])=[N:10][CH:9]=2)=[CH:4][CH:3]=1.ClC(Cl)(O[C:26](=[O:32])OC(Cl)(Cl)Cl)Cl.C(N(CC)CC)C.[NH:41]1[CH2:46][CH2:45][CH2:44][CH2:43][CH2:42]1. (6) Given the product [NH2:4][C:3]1[CH:5]=[C:6]([O:9][C:10]([F:13])([F:12])[F:11])[CH:7]=[CH:8][C:2]=1/[CH:16]=[CH:15]/[C:14]([O:18][CH2:19][CH3:20])=[O:17], predict the reactants needed to synthesize it. The reactants are: Br[C:2]1[CH:8]=[CH:7][C:6]([O:9][C:10]([F:13])([F:12])[F:11])=[CH:5][C:3]=1[NH2:4].[C:14]([O:18][CH2:19][CH3:20])(=[O:17])[CH:15]=[CH2:16].C(N(CC)CC)C.CC1C=CC=CC=1P(C1C=CC=CC=1C)C1C=CC=CC=1C.